From a dataset of Full USPTO retrosynthesis dataset with 1.9M reactions from patents (1976-2016). Predict the reactants needed to synthesize the given product. (1) Given the product [C:1]([O:5][C:6]([N:8]1[CH2:30][CH2:29][C:11]2[N:12]([CH2:20][CH2:21][C:22]3[CH:23]=[N:24][C:25]([CH3:28])=[CH:26][CH:27]=3)[C:13]3[CH:14]=[CH:15][C:16]([CH3:19])=[CH:17][C:18]=3[C:10]=2[CH2:9]1)=[O:7])([CH3:4])([CH3:2])[CH3:3], predict the reactants needed to synthesize it. The reactants are: [C:1]([O:5][C:6]([N:8]1[CH2:30][CH2:29][C:11]2[N:12]([CH:20]=[CH:21][C:22]3[CH:23]=[N:24][C:25]([CH3:28])=[CH:26][CH:27]=3)[C:13]3[CH:14]=[CH:15][C:16]([CH3:19])=[CH:17][C:18]=3[C:10]=2[CH2:9]1)=[O:7])([CH3:4])([CH3:3])[CH3:2]. (2) Given the product [Cl:1][C:2]1[CH:3]=[C:4]([NH:8][C:9]2[CH:14]=[C:13]([NH:15][C:16]3[CH:36]=[CH:35][CH:34]=[C:18]([C:19]([N:21]4[CH2:22][CH2:23][NH:24][CH2:25][CH2:26]4)=[O:20])[CH:17]=3)[N:12]3[N:37]=[CH:38][C:39]([CH:40]=[C:41]4[NH:42][C:43](=[O:47])[NH:44][C:45]4=[O:46])=[C:11]3[N:10]=2)[CH:5]=[CH:6][CH:7]=1, predict the reactants needed to synthesize it. The reactants are: [Cl:1][C:2]1[CH:3]=[C:4]([NH:8][C:9]2[CH:14]=[C:13]([NH:15][C:16]3[CH:17]=[C:18]([CH:34]=[CH:35][CH:36]=3)[C:19]([N:21]3[CH2:26][CH2:25][N:24](C(OC(C)(C)C)=O)[CH2:23][CH2:22]3)=[O:20])[N:12]3[N:37]=[CH:38][C:39]([CH:40]=[C:41]4[C:45](=[O:46])[NH:44][C:43](=[O:47])[NH:42]4)=[C:11]3[N:10]=2)[CH:5]=[CH:6][CH:7]=1. (3) Given the product [F:16][C:17]1[CH:18]=[CH:19][C:20]([C:23]2[O:27][N:26]=[C:25]([CH2:28][C:29]([N:10]3[CH2:9][C@H:8]([CH2:11][CH:12]([CH3:14])[CH3:13])[NH:7][C:6](=[O:15])[C@@H:5]3[CH2:1][CH:2]([CH3:4])[CH3:3])=[O:46])[CH:24]=2)=[CH:21][CH:22]=1, predict the reactants needed to synthesize it. The reactants are: [CH2:1]([C@@H:5]1[NH:10][CH2:9][C@H:8]([CH2:11][CH:12]([CH3:14])[CH3:13])[NH:7][C:6]1=[O:15])[CH:2]([CH3:4])[CH3:3].[F:16][C:17]1[CH:22]=[CH:21][C:20]([C:23]2[O:27][N:26]=[C:25]([CH2:28][CH2:29]C(O)=O)[CH:24]=2)=[CH:19][CH:18]=1.C([C@@H]1N(CC2C=C(C3C=CC=CC=3)[O:46]N=2)C[C@H](CC(C)C)NC1=O)C(C)C. (4) Given the product [CH:4]1([C:10]2[CH:27]=[CH:26][C:13]([C:14]([NH:16][C:17]3[CH:21]=[CH:20][S:19][C:18]=3[C:22]([OH:24])=[O:23])=[O:15])=[CH:12][CH:11]=2)[CH2:5][CH2:6][CH2:7][CH2:8][CH2:9]1, predict the reactants needed to synthesize it. The reactants are: O[Li].O.[CH:4]1([C:10]2[CH:27]=[CH:26][C:13]([C:14]([NH:16][C:17]3[CH:21]=[CH:20][S:19][C:18]=3[C:22]([O:24]C)=[O:23])=[O:15])=[CH:12][CH:11]=2)[CH2:9][CH2:8][CH2:7][CH2:6][CH2:5]1. (5) Given the product [CH:21]1([N:5]2[C:4]3[N:3]=[C:2]([NH:37][C:30]4[CH:31]=[C:32]5[C:36](=[C:28]([F:27])[CH:29]=4)[NH:35][N:34]=[CH:33]5)[N:11]=[CH:10][C:9]=3[N:8]([C:12]3[CH:13]=[N+:14]([O-:18])[CH:15]=[CH:16][CH:17]=3)[C:7](=[O:19])[C@H:6]2[CH3:20])[CH2:26][CH2:25][CH2:24][CH2:23][CH2:22]1, predict the reactants needed to synthesize it. The reactants are: Cl[C:2]1[N:11]=[CH:10][C:9]2[N:8]([C:12]3[CH:13]=[N+:14]([O-:18])[CH:15]=[CH:16][CH:17]=3)[C:7](=[O:19])[C@@H:6]([CH3:20])[N:5]([CH:21]3[CH2:26][CH2:25][CH2:24][CH2:23][CH2:22]3)[C:4]=2[N:3]=1.[F:27][C:28]1[CH:29]=[C:30]([NH2:37])[CH:31]=[C:32]2[C:36]=1[NH:35][N:34]=[CH:33]2.C(O)C(F)(F)F.FC(F)(F)C(O)=O.